This data is from Reaction yield outcomes from USPTO patents with 853,638 reactions. The task is: Predict the reaction yield, written as a fraction of the theoretical maximum amount of product (1.0 means a 100% yield; for example, 0.34 means a 34% yield). (1) The reactants are [CH:1]([C:4]1[CH:5]=[C:6]([CH:10]=[CH:11][CH:12]=1)[C:7](O)=[O:8])([CH3:3])[CH3:2].O=S(Cl)[Cl:15]. No catalyst specified. The product is [CH:1]([C:4]1[CH:5]=[C:6]([CH:10]=[CH:11][CH:12]=1)[C:7]([Cl:15])=[O:8])([CH3:3])[CH3:2]. The yield is 0.910. (2) The reactants are [C:1]1([C:7]2[S:8][C:9]([NH:17][C:18]([NH:20]C(=O)C(Cl)(Cl)Cl)=[O:19])=[C:10]([C:12]([O:14]CC)=O)[N:11]=2)[CH:6]=[CH:5][CH:4]=[CH:3][CH:2]=1.C[Al](C)C.[NH2:31][C@H:32]1[CH2:38][CH2:37][CH2:36][CH2:35][N:34]([C:39]([O:41][C:42]([CH3:45])([CH3:44])[CH3:43])=[O:40])[CH2:33]1.[C@H](O)(C([O-])=O)[C@@H](O)C([O-])=O.[Na+].[K+]. The catalyst is C1COCC1. The product is [NH2:20][C:18]([NH:17][C:9]1[S:8][C:7]([C:1]2[CH:2]=[CH:3][CH:4]=[CH:5][CH:6]=2)=[N:11][C:10]=1[C:12]([NH:31][C@H:32]1[CH2:38][CH2:37][CH2:36][CH2:35][N:34]([C:39]([O:41][C:42]([CH3:45])([CH3:44])[CH3:43])=[O:40])[CH2:33]1)=[O:14])=[O:19]. The yield is 0.500. (3) The yield is 0.480. The product is [Cl:1][C:2]1[CH:3]=[CH:4][C:5]([S:9][CH3:10])=[C:6]([NH:8][S:17]([C:15]2[O:16][C:12]([CH3:11])=[CH:13][CH:14]=2)(=[O:19])=[O:18])[CH:7]=1. No catalyst specified. The reactants are [Cl:1][C:2]1[CH:3]=[CH:4][C:5]([S:9][CH3:10])=[C:6]([NH2:8])[CH:7]=1.[CH3:11][C:12]1[O:16][C:15]([S:17](Cl)(=[O:19])=[O:18])=[CH:14][CH:13]=1.